The task is: Predict the reaction yield, written as a fraction of the theoretical maximum amount of product (1.0 means a 100% yield; for example, 0.34 means a 34% yield).. This data is from Reaction yield outcomes from USPTO patents with 853,638 reactions. (1) The reactants are [O:1]1[CH2:6][CH2:5][CH2:4][CH2:3][CH:2]1[N:7]1[C:15]2[C:10](=[CH:11][C:12]([C:16]3[N:20]=[CH:19][N:18]([C:21]([C:34]4[CH:39]=[CH:38][CH:37]=[CH:36][CH:35]=4)([C:28]4[CH:33]=[CH:32][CH:31]=[CH:30][CH:29]=4)[C:22]4[CH:27]=[CH:26][CH:25]=[CH:24][CH:23]=4)[N:17]=3)=[CH:13][CH:14]=2)[C:9]([C:40]2[CH:41]=[C:42]([NH2:46])[CH:43]=[CH:44][CH:45]=2)=[N:8]1.[O:47]1[CH:51]=[CH:50][CH:49]=[C:48]1[C:52](Cl)=[O:53].C(N(CC)CC)C. The catalyst is O1CCCC1. The product is [O:47]1[CH:51]=[CH:50][CH:49]=[C:48]1[C:52]([NH:46][C:42]1[CH:43]=[CH:44][CH:45]=[C:40]([C:9]2[C:10]3[C:15](=[CH:14][CH:13]=[C:12]([C:16]4[N:20]=[CH:19][N:18]([C:21]([C:28]5[CH:33]=[CH:32][CH:31]=[CH:30][CH:29]=5)([C:22]5[CH:27]=[CH:26][CH:25]=[CH:24][CH:23]=5)[C:34]5[CH:35]=[CH:36][CH:37]=[CH:38][CH:39]=5)[N:17]=4)[CH:11]=3)[N:7]([CH:2]3[CH2:3][CH2:4][CH2:5][CH2:6][O:1]3)[N:8]=2)[CH:41]=1)=[O:53]. The yield is 0.990. (2) The reactants are C1(P(C2C=CC=CC=2)C2C=CC=CC=2)C=CC=CC=1.C1([O-])C=CC=CC=1.[K+].[CH3:43][C:38]1([CH3:44])[C:39]([CH3:42])([CH3:41])[O:40][B:36]([B:36]2[O:40][C:39]([CH3:42])([CH3:41])[C:38]([CH3:44])([CH3:43])[O:37]2)[O:37]1.FC(F)(F)S(O[C:52]1[C:57]([CH3:59])([CH3:58])[CH2:56][CH2:55][CH2:54][CH:53]=1)(=O)=O.C1(C)C=CC=CC=1. The catalyst is Cl[Pd](Cl)([P](C1C=CC=CC=1)(C1C=CC=CC=1)C1C=CC=CC=1)[P](C1C=CC=CC=1)(C1C=CC=CC=1)C1C=CC=CC=1. The product is [CH3:58][C:57]1([CH3:59])[C:56]([B:36]2[O:37][C:38]([CH3:43])([CH3:44])[C:39]([CH3:41])([CH3:42])[O:40]2)=[CH:55][CH2:54][CH2:53][CH2:52]1. The yield is 0.800. (3) The reactants are Cl[C:2]1[C:11]2[C:6](=[CH:7][C:8]([O:16][CH3:17])=[C:9]([C:12]([O:14][CH3:15])=[O:13])[CH:10]=2)[N:5]=[CH:4][CH:3]=1.[OH:18][C:19]1[CH:20]=[C:21]2[C:25](=[CH:26][CH:27]=1)[NH:24][CH:23]=[CH:22]2.C(N(C(C)C)CC)(C)C. The catalyst is CN1CCCC1=O. The product is [CH3:15][O:14][C:12]([C:9]1[CH:10]=[C:11]2[C:6](=[CH:7][C:8]=1[O:16][CH3:17])[N:5]=[CH:4][CH:3]=[C:2]2[O:18][C:19]1[CH:20]=[C:21]2[C:25](=[CH:26][CH:27]=1)[NH:24][CH:23]=[CH:22]2)=[O:13]. The yield is 0.298. (4) The reactants are ClC1C=CC(S(N(CC2C=CC(C(O)=O)=CC=2)CC2C=CC(F)=CC=2)(=O)=O)=CC=1.[CH2:30]([O:32][C:33]1[CH:38]=[CH:37][C:36]([S:39]([N:42]([CH2:50][C:51]2[CH:60]=[CH:59][C:54]([C:55]([O:57]C)=[O:56])=[C:53]([F:61])[CH:52]=2)[CH2:43][C:44]2[CH:49]=[CH:48][CH:47]=[CH:46][N:45]=2)(=[O:41])=[O:40])=[CH:35][CH:34]=1)[CH3:31]. No catalyst specified. The product is [CH2:30]([O:32][C:33]1[CH:34]=[CH:35][C:36]([S:39]([N:42]([CH2:50][C:51]2[CH:60]=[CH:59][C:54]([C:55]([OH:57])=[O:56])=[C:53]([F:61])[CH:52]=2)[CH2:43][C:44]2[CH:49]=[CH:48][CH:47]=[CH:46][N:45]=2)(=[O:40])=[O:41])=[CH:37][CH:38]=1)[CH3:31]. The yield is 0.710.